This data is from Full USPTO retrosynthesis dataset with 1.9M reactions from patents (1976-2016). The task is: Predict the reactants needed to synthesize the given product. (1) Given the product [CH:12]([NH:15][CH2:16][CH2:17][CH2:18][NH:19][S:1]([C:3]1[CH:8]=[CH:7][C:6]([NH2:9])=[CH:5][CH:4]=1)(=[O:10])=[O:2])([CH3:14])[CH3:13], predict the reactants needed to synthesize it. The reactants are: [S:1](F)(=[O:10])([C:3]1[CH:8]=[CH:7][C:6]([NH2:9])=[CH:5][CH:4]=1)=[O:2].[CH:12]([NH:15][CH2:16][CH2:17][CH2:18][NH2:19])([CH3:14])[CH3:13].C(N(CC)CC)C. (2) The reactants are: [O:1]1[CH:5]=[CH:4][N:3]=[C:2]1[CH:6]([CH:8]1[CH2:17][CH2:16][C:15]2[C:10](=[CH:11][CH:12]=[CH:13][CH:14]=2)[CH2:9]1)[OH:7].[CH3:18][C:19]([Si:22](Cl)([CH3:24])[CH3:23])([CH3:21])[CH3:20].N1C=CN=C1. Given the product [Si:22]([O:7][CH:6]([CH:8]1[CH2:17][CH2:16][C:15]2[C:10](=[CH:11][CH:12]=[CH:13][CH:14]=2)[CH2:9]1)[C:2]1[O:1][CH:5]=[CH:4][N:3]=1)([C:19]([CH3:21])([CH3:20])[CH3:18])([CH3:24])[CH3:23], predict the reactants needed to synthesize it. (3) The reactants are: [NH2:1][C:2]1[CH:29]=[CH:28][C:27]([C:30]([F:33])([F:32])[F:31])=[CH:26][C:3]=1[CH2:4][NH:5][C@H:6]1[C@H:10]([C:11]2[CH:16]=[CH:15][CH:14]=[CH:13][CH:12]=2)[CH2:9][N:8]([S:17]([C:20]2[N:21]=[CH:22][N:23]([CH3:25])[CH:24]=2)(=[O:19])=[O:18])[CH2:7]1.C(N(CC)CC)C.[CH3:41][OH:42]. Given the product [CH3:25][N:23]1[CH:24]=[C:20]([S:17]([N:8]2[CH2:9][C@@H:10]([C:11]3[CH:16]=[CH:15][CH:14]=[CH:13][CH:12]=3)[C@H:6]([N:5]3[CH2:4][C:3]4[C:2](=[CH:29][CH:28]=[C:27]([C:30]([F:32])([F:33])[F:31])[CH:26]=4)[NH:1][C:41]3=[O:42])[CH2:7]2)(=[O:19])=[O:18])[N:21]=[CH:22]1, predict the reactants needed to synthesize it. (4) Given the product [C:1]1([C:8]2[CH:9]=[CH:10][CH:11]=[CH:12][CH:13]=2)[CH:6]=[CH:5][CH:4]=[C:3]([N:7]2[CH2:15][CH2:16][N:17]([CH2:18][C@@H:19]3[O:24][C:23]4[CH:25]=[CH:26][CH:27]=[CH:28][C:22]=4[O:21][CH2:20]3)[CH2:29][CH2:30]2)[CH:2]=1, predict the reactants needed to synthesize it. The reactants are: [C:1]1([C:8]2[CH:13]=[CH:12][CH:11]=[CH:10][CH:9]=2)[CH:6]=[CH:5][CH:4]=[C:3]([NH2:7])[CH:2]=1.Cl[CH2:15][CH2:16][N:17]([CH2:29][CH2:30]Cl)[CH2:18][C@@H:19]1[O:24][C:23]2[CH:25]=[CH:26][CH:27]=[CH:28][C:22]=2[O:21][CH2:20]1. (5) Given the product [Cl:15][C:16]1[CH:17]=[C:18]([NH:19][C:2]([NH:3][C:12](=[O:13])[CH2:11][C:5]2[CH:10]=[CH:9][CH:8]=[CH:7][CH:6]=2)=[S:1])[CH:20]=[C:21]([Cl:23])[CH:22]=1, predict the reactants needed to synthesize it. The reactants are: [S-:1][C:2]#[N:3].[NH4+].[C:5]1([CH2:11][C:12](Cl)=[O:13])[CH:10]=[CH:9][CH:8]=[CH:7][CH:6]=1.[Cl:15][C:16]1[CH:17]=[C:18]([CH:20]=[C:21]([Cl:23])[CH:22]=1)[NH2:19]. (6) The reactants are: C([O:5][C:6](=[O:19])[CH2:7][O:8][C:9]1[CH:14]=[CH:13][C:12]([C:15]#[N:16])=[CH:11][C:10]=1[C:17]#[CH:18])(C)(C)C.Br[C:21]1[CH:26]=[C:25]([S:27]([CH2:30][CH2:31][C:32]2[CH:37]=[CH:36][CH:35]=[CH:34][CH:33]=2)(=[O:29])=[O:28])[CH:24]=[CH:23][C:22]=1[CH3:38]. Given the product [C:15]([C:12]1[CH:13]=[CH:14][C:9]([O:8][CH2:7][C:6]([OH:5])=[O:19])=[C:10]([C:17]#[C:18][C:23]2[CH:24]=[C:25]([S:27]([CH2:30][CH2:31][C:32]3[CH:33]=[CH:34][CH:35]=[CH:36][CH:37]=3)(=[O:29])=[O:28])[CH:26]=[CH:21][C:22]=2[CH3:38])[CH:11]=1)#[N:16], predict the reactants needed to synthesize it. (7) Given the product [Br:5][C:6]1[CH:7]=[C:8]2[C:13](=[CH:14][CH:15]=1)[CH:12]=[C:11]([S:16]([C:19]1[CH:24]=[CH:23][C:22]([OH:25])=[CH:21][CH:20]=1)(=[O:18])=[O:17])[CH:10]=[CH:9]2, predict the reactants needed to synthesize it. The reactants are: B(Br)(Br)Br.[Br:5][C:6]1[CH:7]=[C:8]2[C:13](=[CH:14][CH:15]=1)[CH:12]=[C:11]([S:16]([C:19]1[CH:24]=[CH:23][C:22]([O:25]C)=[CH:21][CH:20]=1)(=[O:18])=[O:17])[CH:10]=[CH:9]2.C(OCC)C.O. (8) Given the product [Cl:48][C:45]1[CH:44]=[CH:43][C:42]([C:39]2[CH:38]=[C:37]([CH2:36][O:34][C@@H:10]3[CH2:9][NH:8][CH2:12][C@H:11]3[CH2:13][N:14]([CH:31]([CH3:32])[CH3:33])[C:15](=[O:30])[C:16]3[CH:21]=[CH:20][C:19]([O:22][CH3:23])=[C:18]([O:24][CH2:25][CH2:26][CH2:27][O:28][CH3:29])[CH:17]=3)[O:41][N:40]=2)=[CH:47][CH:46]=1, predict the reactants needed to synthesize it. The reactants are: C(OC([N:8]1[CH2:12][C@@H:11]([CH2:13][N:14]([CH:31]([CH3:33])[CH3:32])[C:15](=[O:30])[C:16]2[CH:21]=[CH:20][C:19]([O:22][CH3:23])=[C:18]([O:24][CH2:25][CH2:26][CH2:27][O:28][CH3:29])[CH:17]=2)[C@H:10]([OH:34])[CH2:9]1)=O)(C)(C)C.Cl[CH2:36][C:37]1[O:41][N:40]=[C:39]([C:42]2[CH:47]=[CH:46][C:45]([Cl:48])=[CH:44][CH:43]=2)[CH:38]=1.CC#N.O.CC#N. (9) Given the product [CH3:26][O:27][C:2]1[C:7]([C:8]#[N:9])=[CH:6][C:5]([C:10]2[CH:15]=[CH:14][C:13]([O:16][CH3:17])=[CH:12][CH:11]=2)=[C:4]([C:18]2[CH:23]=[CH:22][C:21]([O:24][CH3:25])=[CH:20][CH:19]=2)[N:3]=1, predict the reactants needed to synthesize it. The reactants are: Cl[C:2]1[C:7]([C:8]#[N:9])=[CH:6][C:5]([C:10]2[CH:15]=[CH:14][C:13]([O:16][CH3:17])=[CH:12][CH:11]=2)=[C:4]([C:18]2[CH:23]=[CH:22][C:21]([O:24][CH3:25])=[CH:20][CH:19]=2)[N:3]=1.[CH3:26][O-:27].[Na+].